Dataset: Reaction yield outcomes from USPTO patents with 853,638 reactions. Task: Predict the reaction yield, written as a fraction of the theoretical maximum amount of product (1.0 means a 100% yield; for example, 0.34 means a 34% yield). (1) The reactants are [CH:1]([P:3](=[O:14])([CH:12]=[CH2:13])[CH2:4][C:5]1[CH:10]=[CH:9][C:8]([F:11])=[CH:7][CH:6]=1)=[CH2:2].[CH2:15]([NH2:22])[C:16]1[CH:21]=[CH:20][CH:19]=[CH:18][CH:17]=1. The catalyst is C1COCC1.O. The product is [CH2:15]([N:22]1[CH2:13][CH2:12][P:3](=[O:14])([CH2:4][C:5]2[CH:10]=[CH:9][C:8]([F:11])=[CH:7][CH:6]=2)[CH2:1][CH2:2]1)[C:16]1[CH:21]=[CH:20][CH:19]=[CH:18][CH:17]=1. The yield is 0.770. (2) The reactants are [CH2:1]([O:8][C:9](=[O:20])[C:10]([C:18]#[N:19])=[C:11]([CH2:15][CH2:16][CH3:17])[CH2:12][CH2:13][CH3:14])[C:2]1[CH:7]=[CH:6][CH:5]=[CH:4][CH:3]=1.[N+]([CH3:24])([O-])=O.C1CCN2C(=NCCC2)CC1. The catalyst is C(#N)C. The product is [CH2:1]([O:8][C:9]([C:10]1([C:18]#[N:19])[CH2:24][C:11]1([CH2:12][CH2:13][CH3:14])[CH2:15][CH2:16][CH3:17])=[O:20])[C:2]1[CH:7]=[CH:6][CH:5]=[CH:4][CH:3]=1. The yield is 0.810. (3) The reactants are [C:1]([N:4]1[CH2:9][CH2:8][N:7]([CH2:10][CH2:11][CH2:12][O:13][C:14]2[CH:23]=[C:22]3[C:17]([C:18](Cl)=[N:19][CH:20]=[N:21]3)=[CH:16][C:15]=2[O:25][CH3:26])[CH2:6][CH2:5]1)(=[O:3])[CH3:2].[OH:27][C:28]1[CH:29]=[C:30]2[C:34](=[CH:35][CH:36]=1)[NH:33][N:32]=[CH:31]2.C(=O)([O-])[O-].[Cs+].[Cs+]. The catalyst is CC(C)=O. The product is [C:1]([N:4]1[CH2:9][CH2:8][N:7]([CH2:10][CH2:11][CH2:12][O:13][C:14]2[CH:23]=[C:22]3[C:17]([C:18]([O:27][C:28]4[CH:29]=[C:30]5[C:34](=[CH:35][CH:36]=4)[NH:33][N:32]=[CH:31]5)=[N:19][CH:20]=[N:21]3)=[CH:16][C:15]=2[O:25][CH3:26])[CH2:6][CH2:5]1)(=[O:3])[CH3:2]. The yield is 0.430. (4) The reactants are [C:1]1(=[O:11])[C:9]2[C:4](=[CH:5][CH:6]=[CH:7][CH:8]=2)[C:3](=[O:10])[CH2:2]1.[Cl:12][C:13]1[CH:14]=[C:15]([CH:18]=[CH:19][C:20]=1[Cl:21])[CH:16]=O. The catalyst is CCO.N1CCCCC1. The product is [Cl:12][C:13]1[CH:14]=[C:15]([CH:18]=[CH:19][C:20]=1[Cl:21])[CH:16]=[C:2]1[C:1](=[O:11])[C:9]2[C:4](=[CH:5][CH:6]=[CH:7][CH:8]=2)[C:3]1=[O:10]. The yield is 0.820. (5) The reactants are [C:1]([O:7][CH2:8][CH3:9])(=[O:6])[CH2:2][C:3]([CH3:5])=O.[Cl:10][C:11]1[CH:18]=[CH:17][CH:16]=[CH:15][C:12]=1[CH:13]=O.[CH3:19][O:20][C:21](=[O:26])/[CH:22]=[C:23](\[NH2:25])/[CH3:24].CC(O)=O. The catalyst is CCO.CCOC(C)=O. The product is [Cl:10][C:11]1[CH:18]=[CH:17][CH:16]=[CH:15][C:12]=1[CH:13]1[C:22]([C:21]([O:20][CH3:19])=[O:26])=[C:23]([CH3:24])[NH:25][C:3]([CH3:5])=[C:2]1[C:1]([O:7][CH2:8][CH3:9])=[O:6]. The yield is 0.260. (6) The reactants are Br[C:2]1[CH:3]=[C:4]2[C:9](=[CH:10][CH:11]=1)[C:8](=[O:12])[NH:7][CH:6]=[CH:5]2.C(N(CC)CC)C.CN([CH:23]=[O:24])C.[CH3:25][OH:26]. The catalyst is C1C=CC(P(C2C=CC=CC=2)[C-]2C=CC=C2)=CC=1.C1C=CC(P(C2C=CC=CC=2)[C-]2C=CC=C2)=CC=1.Cl[Pd]Cl.[Fe+2]. The product is [CH3:25][O:26][C:23]([C:2]1[CH:3]=[C:4]2[C:9](=[CH:10][CH:11]=1)[C:8](=[O:12])[NH:7][CH:6]=[CH:5]2)=[O:24]. The yield is 0.860. (7) The reactants are [C:1]([O:5][C:6](=[O:14])[C:7]1[CH:12]=[CH:11][CH:10]=[CH:9][C:8]=1[OH:13])([CH3:4])([CH3:3])[CH3:2].F[P-](F)(F)(F)(F)F.N1(OC(N(C)C)=[N+](C)C)C2C=CC=CC=2N=N1.[CH2:39]([O:59][CH:60]([CH2:72][CH3:73])[C:61]([NH:63][C@@H:64]([CH2:68][CH:69]([CH3:71])[CH3:70])[C:65](O)=[O:66])=[O:62])[CH2:40][CH2:41][CH2:42]/[CH:43]=[CH:44]\[CH2:45]/[CH:46]=[CH:47]\[CH2:48]/[CH:49]=[CH:50]\[CH2:51]/[CH:52]=[CH:53]\[CH2:54]/[CH:55]=[CH:56]\[CH2:57][CH3:58].CCOCC. The catalyst is CN(C)C=O. The product is [CH2:39]([O:59][CH:60]([CH2:72][CH3:73])[C:61]([NH:63][C@@H:64]([CH2:68][CH:69]([CH3:71])[CH3:70])[C:65]([O:13][C:8]1[CH:9]=[CH:10][CH:11]=[CH:12][C:7]=1[C:6]([O:5][C:1]([CH3:4])([CH3:2])[CH3:3])=[O:14])=[O:66])=[O:62])[CH2:40][CH2:41][CH2:42]/[CH:43]=[CH:44]\[CH2:45]/[CH:46]=[CH:47]\[CH2:48]/[CH:49]=[CH:50]\[CH2:51]/[CH:52]=[CH:53]\[CH2:54]/[CH:55]=[CH:56]\[CH2:57][CH3:58]. The yield is 0.410. (8) The reactants are [S:1]1[CH:5]=[CH:4][CH:3]=[C:2]1[CH2:6][NH:7][C:8]([C:10]1[N:11]=[C:12]2[C:17]([C:18]([F:21])([F:20])[F:19])=[CH:16][C:15]([C:22](=[NH:25])[NH:23][OH:24])=[CH:14][N:13]2[C:26]=1[Cl:27])=[O:9].[CH3:28]OC(OC)OC. The catalyst is B(F)(F)F.CCOCC. The product is [S:1]1[CH:5]=[CH:4][CH:3]=[C:2]1[CH2:6][NH:7][C:8]([C:10]1[N:11]=[C:12]2[C:17]([C:18]([F:20])([F:21])[F:19])=[CH:16][C:15]([C:22]3[N:25]=[CH:28][O:24][N:23]=3)=[CH:14][N:13]2[C:26]=1[Cl:27])=[O:9]. The yield is 0.180.